This data is from Full USPTO retrosynthesis dataset with 1.9M reactions from patents (1976-2016). The task is: Predict the reactants needed to synthesize the given product. (1) Given the product [CH3:1][O:2][C:3](=[O:43])[CH2:4][C:5]1[C:6]([CH2:11][CH2:12][C:13]2[C:18]([C:19]([F:22])([F:20])[F:21])=[CH:17][N:16]=[C:15]([NH:23][C:24]3[CH:29]=[CH:28][C:27]([CH:30]4[CH2:35][CH2:34][CH2:33][N:32]([C:36]([O:38][C:39]([CH3:41])([CH3:40])[CH3:42])=[O:37])[CH2:31]4)=[CH:26][CH:25]=3)[N:14]=2)=[N:7][CH:8]=[CH:9][CH:10]=1, predict the reactants needed to synthesize it. The reactants are: [CH3:1][O:2][C:3](=[O:43])[CH2:4][C:5]1[C:6]([C:11]#[C:12][C:13]2[C:18]([C:19]([F:22])([F:21])[F:20])=[CH:17][N:16]=[C:15]([NH:23][C:24]3[CH:29]=[CH:28][C:27]([CH:30]4[CH2:35][CH2:34][CH2:33][N:32]([C:36]([O:38][C:39]([CH3:42])([CH3:41])[CH3:40])=[O:37])[CH2:31]4)=[CH:26][CH:25]=3)[N:14]=2)=[N:7][CH:8]=[CH:9][CH:10]=1. (2) Given the product [CH3:1][C:2]([CH3:22])([CH3:21])[C@H:3]([NH:8][C:9](=[O:10])[C@H:11]([CH2:17][CH:18]([CH3:20])[CH3:19])[CH2:12][C:13]([NH:24][OH:25])=[O:14])[C:4]([NH:6][CH3:7])=[O:5], predict the reactants needed to synthesize it. The reactants are: [CH3:1][C:2]([CH3:22])([CH3:21])[C@H:3]([NH:8][C:9]([C@H:11]([CH2:17][CH:18]([CH3:20])[CH3:19])[CH2:12][C:13](OC)=[O:14])=[O:10])[C:4]([NH:6][CH3:7])=[O:5].Cl.[NH2:24][OH:25].[OH-].[K+]. (3) Given the product [CH3:11][C:10]1[N:9]([C:12]2[C:17]([CH3:23])=[CH:16][C:15]([C:19]([F:20])([F:21])[F:22])=[CH:14][N:13]=2)[N:8]=[CH:7][C:6]=1[C:4]([OH:3])=[O:5], predict the reactants needed to synthesize it. The reactants are: C([O:3][C:4]([C:6]1[CH:7]=[N:8][N:9]([C:12]2[C:17](Cl)=[CH:16][C:15]([C:19]([F:22])([F:21])[F:20])=[CH:14][N:13]=2)[C:10]=1[CH3:11])=[O:5])C.[CH3:23]B(O)O.C1(P(C2CCCCC2)C2C=CC=CC=2C2C(OC)=CC=CC=2OC)CCCCC1.P([O-])([O-])([O-])=O.[K+].[K+].[K+].[OH-].[Na+].